From a dataset of NCI-60 drug combinations with 297,098 pairs across 59 cell lines. Regression. Given two drug SMILES strings and cell line genomic features, predict the synergy score measuring deviation from expected non-interaction effect. (1) Drug 1: CC1=CC2C(CCC3(C2CCC3(C(=O)C)OC(=O)C)C)C4(C1=CC(=O)CC4)C. Drug 2: C1=CC=C(C=C1)NC(=O)CCCCCCC(=O)NO. Cell line: OVCAR-4. Synergy scores: CSS=3.26, Synergy_ZIP=-1.60, Synergy_Bliss=-1.74, Synergy_Loewe=-54.8, Synergy_HSA=-2.20. (2) Cell line: OVCAR-5. Drug 2: CC1=C(C=C(C=C1)NC(=O)C2=CC=C(C=C2)CN3CCN(CC3)C)NC4=NC=CC(=N4)C5=CN=CC=C5. Synergy scores: CSS=42.9, Synergy_ZIP=1.33, Synergy_Bliss=-3.80, Synergy_Loewe=-30.0, Synergy_HSA=-2.28. Drug 1: C1=CN(C(=O)N=C1N)C2C(C(C(O2)CO)O)O.Cl. (3) Drug 1: CC12CCC3C(C1CCC2=O)CC(=C)C4=CC(=O)C=CC34C. Drug 2: CC1C(C(CC(O1)OC2CC(CC3=C2C(=C4C(=C3O)C(=O)C5=CC=CC=C5C4=O)O)(C(=O)C)O)N)O. Cell line: TK-10. Synergy scores: CSS=45.4, Synergy_ZIP=-0.00337, Synergy_Bliss=1.46, Synergy_Loewe=-13.9, Synergy_HSA=1.34. (4) Drug 1: CCN(CC)CCNC(=O)C1=C(NC(=C1C)C=C2C3=C(C=CC(=C3)F)NC2=O)C. Drug 2: C(=O)(N)NO. Cell line: UACC-257. Synergy scores: CSS=7.51, Synergy_ZIP=-1.62, Synergy_Bliss=3.63, Synergy_Loewe=3.50, Synergy_HSA=2.22. (5) Drug 1: CC1=C(C=C(C=C1)NC(=O)C2=CC=C(C=C2)CN3CCN(CC3)C)NC4=NC=CC(=N4)C5=CN=CC=C5. Drug 2: CCN(CC)CCCC(C)NC1=C2C=C(C=CC2=NC3=C1C=CC(=C3)Cl)OC. Cell line: HOP-62. Synergy scores: CSS=4.92, Synergy_ZIP=-3.87, Synergy_Bliss=2.81, Synergy_Loewe=-7.91, Synergy_HSA=0.848. (6) Drug 1: CC1=C(C=C(C=C1)C(=O)NC2=CC(=CC(=C2)C(F)(F)F)N3C=C(N=C3)C)NC4=NC=CC(=N4)C5=CN=CC=C5. Drug 2: C#CCC(CC1=CN=C2C(=N1)C(=NC(=N2)N)N)C3=CC=C(C=C3)C(=O)NC(CCC(=O)O)C(=O)O. Cell line: 786-0. Synergy scores: CSS=69.7, Synergy_ZIP=19.9, Synergy_Bliss=-1.73, Synergy_Loewe=77.0, Synergy_HSA=-1.37. (7) Drug 1: C1CCC(C1)C(CC#N)N2C=C(C=N2)C3=C4C=CNC4=NC=N3. Drug 2: CC12CCC3C(C1CCC2=O)CC(=C)C4=CC(=O)C=CC34C. Cell line: SNB-19. Synergy scores: CSS=11.2, Synergy_ZIP=3.36, Synergy_Bliss=1.66, Synergy_Loewe=-18.5, Synergy_HSA=-0.539.